This data is from Retrosynthesis with 50K atom-mapped reactions and 10 reaction types from USPTO. The task is: Predict the reactants needed to synthesize the given product. (1) Given the product CC(C)(C)OC(=O)N1CC(C(=O)O)C1, predict the reactants needed to synthesize it. The reactants are: CC(C)(C)OC(=O)OC(=O)OC(C)(C)C.O=C(O)C1CNC1. (2) Given the product FC(F)(F)c1ccc(NC2CCNCC2)nc1, predict the reactants needed to synthesize it. The reactants are: CC(C)(C)OC(=O)N1CCC(Nc2ccc(C(F)(F)F)cn2)CC1. (3) Given the product O=C(NCCc1ccccc1)c1ccccc1-c1ccccc1CN1C(=O)c2ccccc2C1=O, predict the reactants needed to synthesize it. The reactants are: NCCc1ccccc1.O=C(O)c1ccccc1-c1ccccc1CN1C(=O)c2ccccc2C1=O. (4) Given the product N#Cc1ccc(OCCCN2CCN(C(CC(=O)O)c3cccnc3)C(=O)C2=O)cc1, predict the reactants needed to synthesize it. The reactants are: CCOC(=O)CC(c1cccnc1)N1CCN(CCCOc2ccc(C#N)cc2)C(=O)C1=O. (5) Given the product COCCOc1cc(Br)cc(C=O)c1, predict the reactants needed to synthesize it. The reactants are: CC(=O)[O-].COCCOc1cc(Br)cc(Br)c1.